From a dataset of NCI-60 drug combinations with 297,098 pairs across 59 cell lines. Regression. Given two drug SMILES strings and cell line genomic features, predict the synergy score measuring deviation from expected non-interaction effect. (1) Drug 1: CC12CCC(CC1=CCC3C2CCC4(C3CC=C4C5=CN=CC=C5)C)O. Drug 2: COC1=C2C(=CC3=C1OC=C3)C=CC(=O)O2. Cell line: HOP-62. Synergy scores: CSS=2.02, Synergy_ZIP=-0.0326, Synergy_Bliss=0.228, Synergy_Loewe=-0.671, Synergy_HSA=-0.604. (2) Drug 1: CC12CCC3C(C1CCC2O)C(CC4=C3C=CC(=C4)O)CCCCCCCCCS(=O)CCCC(C(F)(F)F)(F)F. Drug 2: C1C(C(OC1N2C=NC(=NC2=O)N)CO)O. Cell line: CCRF-CEM. Synergy scores: CSS=28.9, Synergy_ZIP=1.49, Synergy_Bliss=0.464, Synergy_Loewe=-25.5, Synergy_HSA=-3.35. (3) Drug 1: C1CCC(CC1)NC(=O)N(CCCl)N=O. Drug 2: C1=CN(C(=O)N=C1N)C2C(C(C(O2)CO)O)O.Cl. Cell line: A549. Synergy scores: CSS=51.7, Synergy_ZIP=-4.67, Synergy_Bliss=-1.50, Synergy_Loewe=-12.8, Synergy_HSA=1.16. (4) Drug 1: CCCCCOC(=O)NC1=NC(=O)N(C=C1F)C2C(C(C(O2)C)O)O. Drug 2: CC(C)CN1C=NC2=C1C3=CC=CC=C3N=C2N. Cell line: HCC-2998. Synergy scores: CSS=4.16, Synergy_ZIP=0.297, Synergy_Bliss=4.30, Synergy_Loewe=1.81, Synergy_HSA=1.51. (5) Drug 1: C1CCC(CC1)NC(=O)N(CCCl)N=O. Drug 2: C1=CC=C(C=C1)NC(=O)CCCCCCC(=O)NO. Cell line: EKVX. Synergy scores: CSS=14.7, Synergy_ZIP=-0.390, Synergy_Bliss=4.44, Synergy_Loewe=3.91, Synergy_HSA=4.10. (6) Drug 1: C1=C(C(=O)NC(=O)N1)N(CCCl)CCCl. Drug 2: C1=CC=C(C(=C1)C(C2=CC=C(C=C2)Cl)C(Cl)Cl)Cl. Cell line: NCI-H522. Synergy scores: CSS=24.8, Synergy_ZIP=-10.9, Synergy_Bliss=-1.49, Synergy_Loewe=-2.90, Synergy_HSA=-0.670. (7) Drug 1: CC1=CC=C(C=C1)C2=CC(=NN2C3=CC=C(C=C3)S(=O)(=O)N)C(F)(F)F. Drug 2: CC(C)NC(=O)C1=CC=C(C=C1)CNNC.Cl. Cell line: IGROV1. Synergy scores: CSS=-4.60, Synergy_ZIP=3.15, Synergy_Bliss=2.51, Synergy_Loewe=-0.606, Synergy_HSA=-0.942. (8) Drug 1: CC1C(C(CC(O1)OC2CC(CC3=C2C(=C4C(=C3O)C(=O)C5=C(C4=O)C(=CC=C5)OC)O)(C(=O)C)O)N)O.Cl. Drug 2: CC(C)CN1C=NC2=C1C3=CC=CC=C3N=C2N. Cell line: OVCAR-4. Synergy scores: CSS=3.92, Synergy_ZIP=-1.57, Synergy_Bliss=-0.301, Synergy_Loewe=-5.21, Synergy_HSA=-1.33. (9) Drug 1: C1CCN(CC1)CCOC2=CC=C(C=C2)C(=O)C3=C(SC4=C3C=CC(=C4)O)C5=CC=C(C=C5)O. Drug 2: C1CCC(CC1)NC(=O)N(CCCl)N=O. Cell line: SK-OV-3. Synergy scores: CSS=20.9, Synergy_ZIP=-1.31, Synergy_Bliss=3.83, Synergy_Loewe=1.87, Synergy_HSA=2.43. (10) Drug 1: CN1CCC(CC1)COC2=C(C=C3C(=C2)N=CN=C3NC4=C(C=C(C=C4)Br)F)OC. Drug 2: C1CCN(CC1)CCOC2=CC=C(C=C2)C(=O)C3=C(SC4=C3C=CC(=C4)O)C5=CC=C(C=C5)O. Cell line: SNB-75. Synergy scores: CSS=12.2, Synergy_ZIP=2.91, Synergy_Bliss=7.24, Synergy_Loewe=5.76, Synergy_HSA=7.30.